From a dataset of Reaction yield outcomes from USPTO patents with 853,638 reactions. Predict the reaction yield, written as a fraction of the theoretical maximum amount of product (1.0 means a 100% yield; for example, 0.34 means a 34% yield). The reactants are [CH3:1][C:2]1[CH:7]=[C:6]([CH3:8])[N:5]=[C:4]2[S:9][NH:10][C:11](=[O:12])[C:3]=12.Br[CH2:14][C:15]([O:17][CH3:18])=[O:16].C([O-])([O-])=O.[Cs+].[Cs+].CCN(C(C)C)C(C)C. The catalyst is C(Cl)Cl. The product is [CH3:1][C:2]1[CH:7]=[C:6]([CH3:8])[N:5]=[C:4]2[S:9][N:10]=[C:11]([O:12][CH2:14][C:15]([O:17][CH3:18])=[O:16])[C:3]=12. The yield is 0.0700.